From a dataset of Forward reaction prediction with 1.9M reactions from USPTO patents (1976-2016). Predict the product of the given reaction. (1) Given the reactants Cl[C:2]1[N:7]=[C:6]([Cl:8])[N:5]=[C:4]([Cl:9])[N:3]=1.[NH2:10][CH2:11][CH2:12][C:13]1[CH:18]=[CH:17][N:16]=[CH:15][CH:14]=1, predict the reaction product. The product is: [Cl:9][C:4]1[N:5]=[C:6]([Cl:8])[N:7]=[C:2]([NH:10][CH2:11][CH2:12][C:13]2[CH:18]=[CH:17][N:16]=[CH:15][CH:14]=2)[N:3]=1. (2) Given the reactants [O:1]1[CH:5]=[CH:4][CH:3]=[C:2]1[C:6]1[CH:7]=[C:8]([CH:22]=[CH:23][CH:24]=1)[CH2:9][CH:10]1[C:17]2[CH:16]=[C:15]([C:18]([O:20]C)=[O:19])[NH:14][C:13]=2[CH2:12][CH2:11]1.[OH-].[Li+].CO, predict the reaction product. The product is: [O:1]1[CH:5]=[CH:4][CH:3]=[C:2]1[C:6]1[CH:7]=[C:8]([CH:22]=[CH:23][CH:24]=1)[CH2:9][CH:10]1[C:17]2[CH:16]=[C:15]([C:18]([OH:20])=[O:19])[NH:14][C:13]=2[CH2:12][CH2:11]1. (3) Given the reactants [Cl:1][C:2]1[CH:10]=[CH:9][CH:8]=[C:7]2[C:3]=1[C:4]([C:16]1[C:24]([OH:25])=[CH:23][C:19]3[O:20][CH2:21][O:22][C:18]=3[CH:17]=1)([CH2:14]O)[C:5](=[O:13])[N:6]2CO.C(P(CCCC)CCCC)CCC.N(C(OC(C)(C)C)=O)=NC(OC(C)(C)C)=O.[OH-].[NH4+], predict the reaction product. The product is: [Cl:1][C:2]1[CH:10]=[CH:9][CH:8]=[C:7]2[C:3]=1[C:4]1([C:16]3=[CH:17][C:18]4[O:22][CH2:21][O:20][C:19]=4[CH:23]=[C:24]3[O:25][CH2:14]1)[C:5](=[O:13])[NH:6]2.